From a dataset of Forward reaction prediction with 1.9M reactions from USPTO patents (1976-2016). Predict the product of the given reaction. (1) Given the reactants [F:1][C:2]([C:9]1[CH:28]=[CH:27][C:12]([O:13][C:14]2[CH:19]=[N:18][CH:17]=[C:16]3[S:20][C:21]([C:23]([NH:25][CH3:26])=[O:24])=[CH:22][C:15]=23)=[CH:11][CH:10]=1)([F:8])[C:3](OCC)=[O:4].[BH4-].[Na+], predict the reaction product. The product is: [F:1][C:2]([C:9]1[CH:10]=[CH:11][C:12]([O:13][C:14]2[CH:19]=[N:18][CH:17]=[C:16]3[S:20][C:21]([C:23]([NH:25][CH3:26])=[O:24])=[CH:22][C:15]=23)=[CH:27][CH:28]=1)([F:8])[CH2:3][OH:4]. (2) Given the reactants [CH2:1]([N:3]([CH2:42][CH3:43])[C:4](=[O:41])[CH:5]([CH2:22][C:23]1[CH:28]=[CH:27][C:26]([NH:29][C:30](=[O:40])[C:31]2[CH:36]=[CH:35][CH:34]=[CH:33][C:32]=2[N+:37]([O-])=O)=[CH:25][CH:24]=1)[C:6]([NH:8][S:9]([C:12]1[CH:21]=[CH:20][C:19]2[C:14](=[CH:15][CH:16]=[CH:17][CH:18]=2)[CH:13]=1)(=[O:11])=[O:10])=[O:7])[CH3:2].C(OCC)(=O)C, predict the reaction product. The product is: [NH2:37][C:32]1[CH:33]=[CH:34][CH:35]=[CH:36][C:31]=1[C:30]([NH:29][C:26]1[CH:25]=[CH:24][C:23]([CH2:22][CH:5]([C:6]([NH:8][S:9]([C:12]2[CH:21]=[CH:20][C:19]3[C:14](=[CH:15][CH:16]=[CH:17][CH:18]=3)[CH:13]=2)(=[O:11])=[O:10])=[O:7])[C:4]([N:3]([CH2:42][CH3:43])[CH2:1][CH3:2])=[O:41])=[CH:28][CH:27]=1)=[O:40].